Dataset: Forward reaction prediction with 1.9M reactions from USPTO patents (1976-2016). Task: Predict the product of the given reaction. (1) Given the reactants CN(CCN(C)C)C.[CH3:9][O:10][C:11]1[CH:19]=[CH:18][C:14]([CH2:15][Mg]Cl)=[CH:13][CH:12]=1.C[Si](Cl)(C)C.[O:25]1[CH:29]=[CH:28][CH:27]=[C:26]1[CH:30]=[CH:31][C:32]([O:34][CH3:35])=[O:33], predict the reaction product. The product is: [O:25]1[CH:29]=[CH:28][CH:27]=[C:26]1[CH:30]([CH2:15][C:14]1[CH:18]=[CH:19][C:11]([O:10][CH3:9])=[CH:12][CH:13]=1)[CH2:31][C:32]([O:34][CH3:35])=[O:33]. (2) Given the reactants [N:1]1[C:2]([C:10]([OH:12])=O)=[CH:3][N:4]2[CH:9]=[CH:8][CH:7]=[CH:6][C:5]=12.O=C1N(P(Cl)(N2CCOC2=O)=O)CCO1.C(N(CC)CC)C.[C:35]([C:39]1[N:44]=[C:43]([N:45]2[CH2:50][CH2:49][N:48]([CH2:51][CH2:52][CH2:53][CH2:54][NH2:55])[CH2:47][CH2:46]2)[CH:42]=[C:41]([C:56]([F:59])([F:58])[F:57])[N:40]=1)([CH3:38])([CH3:37])[CH3:36], predict the reaction product. The product is: [C:35]([C:39]1[N:44]=[C:43]([N:45]2[CH2:50][CH2:49][N:48]([CH2:51][CH2:52][CH2:53][CH2:54][NH:55][C:10]([C:2]3[N:1]=[C:5]4[CH:6]=[CH:7][CH:8]=[CH:9][N:4]4[CH:3]=3)=[O:12])[CH2:47][CH2:46]2)[CH:42]=[C:41]([C:56]([F:58])([F:59])[F:57])[N:40]=1)([CH3:38])([CH3:36])[CH3:37]. (3) Given the reactants [CH2:1]([O:3][C:4]([C:6]1[C:7]([C:41]([O:43][CH2:44][CH3:45])=[O:42])=[C:8]([C:27]2[CH:32]=[CH:31][C:30]([O:33]CC3C=CC=CC=3)=[CH:29][CH:28]=2)[N:9]2[C:14]=1[C:13]([C:15]1[CH:20]=[CH:19][CH:18]=[CH:17][CH:16]=1)=[CH:12][C:11]([N:21]1[CH2:26][CH2:25][O:24][CH2:23][CH2:22]1)=[N:10]2)=[O:5])[CH3:2], predict the reaction product. The product is: [CH2:1]([O:3][C:4]([C:6]1[C:7]([C:41]([O:43][CH2:44][CH3:45])=[O:42])=[C:8]([C:27]2[CH:28]=[CH:29][C:30]([OH:33])=[CH:31][CH:32]=2)[N:9]2[C:14]=1[C:13]([C:15]1[CH:16]=[CH:17][CH:18]=[CH:19][CH:20]=1)=[CH:12][C:11]([N:21]1[CH2:22][CH2:23][O:24][CH2:25][CH2:26]1)=[N:10]2)=[O:5])[CH3:2]. (4) Given the reactants [OH:1][C:2]1[CH:7]=[CH:6][C:5]([C:8]2[C:12]3[CH:13]=[C:14]([O:17][CH2:18][C:19]4[CH:24]=[CH:23][C:22]([C@@H:25]([C:32]#[C:33][CH3:34])[CH2:26][C:27]([O:29][CH2:30][CH3:31])=[O:28])=[CH:21][CH:20]=4)[CH:15]=[CH:16][C:11]=3[S:10][CH:9]=2)=[C:4]([CH3:35])[CH:3]=1.[CH3:36][C:37]([OH:42])([CH3:41])[CH2:38][CH2:39]O.C1COCC1, predict the reaction product. The product is: [OH:42][C:37]([CH3:41])([CH3:36])[CH2:38][CH2:39][O:1][C:2]1[CH:7]=[CH:6][C:5]([C:8]2[C:12]3[CH:13]=[C:14]([O:17][CH2:18][C:19]4[CH:24]=[CH:23][C:22]([C@@H:25]([C:32]#[C:33][CH3:34])[CH2:26][C:27]([O:29][CH2:30][CH3:31])=[O:28])=[CH:21][CH:20]=4)[CH:15]=[CH:16][C:11]=3[S:10][CH:9]=2)=[C:4]([CH3:35])[CH:3]=1.